From a dataset of Reaction yield outcomes from USPTO patents with 853,638 reactions. Predict the reaction yield, written as a fraction of the theoretical maximum amount of product (1.0 means a 100% yield; for example, 0.34 means a 34% yield). The yield is 0.550. The reactants are [CH2:1]([O:8][C:9]([NH:11][C@H:12]([P:16](=[O:19])([OH:18])[OH:17])[CH:13]([CH3:15])[CH3:14])=[O:10])[C:2]1[CH:7]=[CH:6][CH:5]=[CH:4][CH:3]=1.S(Cl)(Cl)=O.[CH3:24][O:25][C:26](=[O:53])[CH:27]([C:29]1[CH:34]=[CH:33][CH:32]=[C:31]([NH:35][C:36]([NH:45][C:46]([O:48][C:49]([CH3:52])([CH3:51])[CH3:50])=[O:47])=[N:37][C:38]([O:40][C:41]([CH3:44])([CH3:43])[CH3:42])=[O:39])[CH:30]=1)O.C([O-])(O)=O.[Na+]. The catalyst is CN(C=O)C. The product is [CH3:24][O:25][C:26](=[O:53])[CH:27]([C:29]1[CH:34]=[CH:33][CH:32]=[C:31]([NH:35][C:36]([NH:45][C:46]([O:48][C:49]([CH3:52])([CH3:51])[CH3:50])=[O:47])=[N:37][C:38]([O:40][C:41]([CH3:44])([CH3:43])[CH3:42])=[O:39])[CH:30]=1)[O:19][P:16]([C@@H:12]([NH:11][C:9]([O:8][CH2:1][C:2]1[CH:3]=[CH:4][CH:5]=[CH:6][CH:7]=1)=[O:10])[CH:13]([CH3:15])[CH3:14])([OH:18])=[O:17].